From a dataset of Forward reaction prediction with 1.9M reactions from USPTO patents (1976-2016). Predict the product of the given reaction. (1) Given the reactants [N:1]([O-])=O.[Na+].[Cl:5][C:6]1[CH:12]=[CH:11][C:9]([NH2:10])=[CH:8][C:7]=1[F:13].Cl.C([O-])(=O)C.[K+].[CH3:20][CH:21](C(C)=O)[C:22]([O:24][CH2:25][CH3:26])=[O:23], predict the reaction product. The product is: [Cl:5][C:6]1[CH:12]=[CH:11][C:9]([NH:10][N:1]=[C:21]([CH3:20])[C:22]([O:24][CH2:25][CH3:26])=[O:23])=[CH:8][C:7]=1[F:13]. (2) Given the reactants [CH3:1][CH:2]1[N:11]([CH3:12])[C:10]2[C:5](=[CH:6][C:7]([C:19]([F:22])([F:21])[F:20])=[C:8]([C:13]3[CH:14]=[N:15][N:16]([CH3:18])[CH:17]=3)[CH:9]=2)[N:4]([C:23]2[C:27]3[CH2:28][N:29](C(OC(C)(C)C)=O)[CH2:30][CH2:31][C:26]=3[N:25]([CH:39]3[CH2:44][CH2:43][O:42][CH2:41][CH2:40]3)[N:24]=2)[CH2:3]1.FC(F)(F)C(O)=O, predict the reaction product. The product is: [CH3:12][N:11]1[C:10]2[C:5](=[CH:6][C:7]([C:19]([F:20])([F:22])[F:21])=[C:8]([C:13]3[CH:14]=[N:15][N:16]([CH3:18])[CH:17]=3)[CH:9]=2)[N:4]([C:23]2[C:27]3[CH2:28][NH:29][CH2:30][CH2:31][C:26]=3[N:25]([CH:39]3[CH2:44][CH2:43][O:42][CH2:41][CH2:40]3)[N:24]=2)[CH2:3][CH:2]1[CH3:1]. (3) Given the reactants [CH2:1]([C:8]1[NH:22][C:11]2[N:12]=[N:13][C:14]([CH2:16][CH2:17][CH2:18][CH2:19][C:20]#[N:21])=[CH:15][C:10]=2[CH:9]=1)[C:2]1[CH:7]=[CH:6][CH:5]=[CH:4][CH:3]=1.[NH:23]([C:25](=[S:27])[NH2:26])N, predict the reaction product. The product is: [CH2:1]([C:8]1[NH:22][C:11]2[N:12]=[N:13][C:14]([CH2:16][CH2:17][CH2:18][CH2:19][C:20]3[S:27][C:25]([NH2:26])=[N:23][N:21]=3)=[CH:15][C:10]=2[CH:9]=1)[C:2]1[CH:3]=[CH:4][CH:5]=[CH:6][CH:7]=1.